This data is from Peptide-MHC class II binding affinity with 134,281 pairs from IEDB. The task is: Regression. Given a peptide amino acid sequence and an MHC pseudo amino acid sequence, predict their binding affinity value. This is MHC class II binding data. (1) The peptide sequence is RFDTNGDGKISLSEL. The MHC is HLA-DPA10201-DPB10501 with pseudo-sequence HLA-DPA10201-DPB10501. The binding affinity (normalized) is 0.0350. (2) The MHC is DRB1_1201 with pseudo-sequence DRB1_1201. The binding affinity (normalized) is 0.125. The peptide sequence is SLGEAWTGGGSDKAL. (3) The peptide sequence is EEMFKKRNLTIMDLH. The MHC is DRB1_0404 with pseudo-sequence DRB1_0404. The binding affinity (normalized) is 0.172. (4) The peptide sequence is ESTGGAYDTYKSIPS. The MHC is DRB1_0401 with pseudo-sequence DRB1_0401. The binding affinity (normalized) is 0.632. (5) The peptide sequence is KKGGEAMDTISVFLH. The MHC is HLA-DQA10501-DQB10402 with pseudo-sequence HLA-DQA10501-DQB10402. The binding affinity (normalized) is 0.364.